Regression. Given two drug SMILES strings and cell line genomic features, predict the synergy score measuring deviation from expected non-interaction effect. From a dataset of NCI-60 drug combinations with 297,098 pairs across 59 cell lines. (1) Drug 1: C1=CC(=CC=C1C#N)C(C2=CC=C(C=C2)C#N)N3C=NC=N3. Drug 2: C(CC(=O)O)C(=O)CN.Cl. Cell line: HCT116. Synergy scores: CSS=-1.72, Synergy_ZIP=0.0186, Synergy_Bliss=-3.66, Synergy_Loewe=-6.11, Synergy_HSA=-6.48. (2) Drug 1: C1CCC(C1)C(CC#N)N2C=C(C=N2)C3=C4C=CNC4=NC=N3. Drug 2: C1=C(C(=O)NC(=O)N1)N(CCCl)CCCl. Cell line: SNB-19. Synergy scores: CSS=25.1, Synergy_ZIP=7.21, Synergy_Bliss=8.85, Synergy_Loewe=-3.00, Synergy_HSA=6.35. (3) Drug 1: CC1=C(C=C(C=C1)NC2=NC=CC(=N2)N(C)C3=CC4=NN(C(=C4C=C3)C)C)S(=O)(=O)N.Cl. Drug 2: CC1=CC2C(CCC3(C2CCC3(C(=O)C)OC(=O)C)C)C4(C1=CC(=O)CC4)C. Cell line: HS 578T. Synergy scores: CSS=23.2, Synergy_ZIP=10.4, Synergy_Bliss=19.6, Synergy_Loewe=13.9, Synergy_HSA=13.5. (4) Drug 1: C1C(C(OC1N2C=C(C(=O)NC2=O)F)CO)O. Drug 2: COCCOC1=C(C=C2C(=C1)C(=NC=N2)NC3=CC=CC(=C3)C#C)OCCOC.Cl. Cell line: CCRF-CEM. Synergy scores: CSS=33.8, Synergy_ZIP=0.867, Synergy_Bliss=-0.909, Synergy_Loewe=-62.6, Synergy_HSA=-1.85. (5) Drug 1: C1=CC(=CC=C1CC(C(=O)O)N)N(CCCl)CCCl.Cl. Drug 2: CS(=O)(=O)OCCCCOS(=O)(=O)C. Cell line: UO-31. Synergy scores: CSS=12.5, Synergy_ZIP=-2.42, Synergy_Bliss=0.258, Synergy_Loewe=-0.722, Synergy_HSA=0.515. (6) Drug 1: CN(C)N=NC1=C(NC=N1)C(=O)N. Drug 2: CC1=C(C(=CC=C1)Cl)NC(=O)C2=CN=C(S2)NC3=CC(=NC(=N3)C)N4CCN(CC4)CCO. Cell line: MOLT-4. Synergy scores: CSS=-6.32, Synergy_ZIP=0.374, Synergy_Bliss=-3.74, Synergy_Loewe=-10.2, Synergy_HSA=-7.15.